Dataset: hERG Central: cardiac toxicity at 1µM, 10µM, and general inhibition. Task: Predict hERG channel inhibition at various concentrations. (1) The drug is Cc1ccc(-n2c(SCC(=O)Nc3ccc4cn[nH]c4c3)nnc2-c2ccco2)cc1. Results: hERG_inhib (hERG inhibition (general)): blocker. (2) The drug is Cc1cc(Nc2ccc3c(c2)OCCO3)c2ccccc2n1.Cl. Results: hERG_inhib (hERG inhibition (general)): blocker. (3) The compound is Cc1ccc(C(=O)N2CCN(c3cc4c(cc3[N+](=O)[O-])n(C)c(=O)n4C)CC2)cc1. Results: hERG_inhib (hERG inhibition (general)): blocker.